From a dataset of Full USPTO retrosynthesis dataset with 1.9M reactions from patents (1976-2016). Predict the reactants needed to synthesize the given product. Given the product [CH3:38][N:39]([CH3:40])[CH2:26][CH2:25][CH2:24][N:21]1[C:20]2[CH:32]=[C:16]([C:9]3[C:8]([C:6]4[CH:5]=[CH:4][CH:3]=[C:2]([CH3:1])[N:7]=4)=[N:12][N:11]4[CH2:13][CH2:14][CH2:15][C:10]=34)[CH:17]=[CH:18][C:19]=2[N:23]=[CH:22]1, predict the reactants needed to synthesize it. The reactants are: [CH3:1][C:2]1[N:7]=[C:6]([C:8]2[C:9]([C:16]3[CH:17]=[CH:18][C:19]4[N:23]=[CH:22][N:21]([CH2:24][CH2:25][CH2:26]OS(C)(=O)=O)[C:20]=4[CH:32]=3)=[C:10]3[CH2:15][CH2:14][CH2:13][N:11]3[N:12]=2)[CH:5]=[CH:4][CH:3]=1.CS(O)(=O)=O.[CH3:38][NH:39][CH3:40].